This data is from Reaction yield outcomes from USPTO patents with 853,638 reactions. The task is: Predict the reaction yield, written as a fraction of the theoretical maximum amount of product (1.0 means a 100% yield; for example, 0.34 means a 34% yield). (1) The reactants are [Cl:1][C:2]1[CH:11]=[C:10]([O:12][CH2:13][CH3:14])[C:9]([N:15]2[CH:19]=[CH:18][CH:17]=[N:16]2)=[CH:8][C:3]=1[C:4](OC)=[O:5].[NH3:20]. No catalyst specified. The product is [Cl:1][C:2]1[CH:11]=[C:10]([O:12][CH2:13][CH3:14])[C:9]([N:15]2[CH:19]=[CH:18][CH:17]=[N:16]2)=[CH:8][C:3]=1[C:4]([NH2:20])=[O:5]. The yield is 0.750. (2) The reactants are [OH:1][C:2]1[CH:7]=[C:6]([O:8][CH2:9][CH2:10][CH2:11][O:12][CH3:13])[CH:5]=[CH:4][C:3]=1/[CH:14]=[C:15](\[O:20][CH3:21])/[C:16]([O:18][CH3:19])=[O:17].Cl[C:23]1[C:28]([Cl:29])=[CH:27][C:26]([C:30]([F:33])([F:32])[F:31])=[CH:25][N:24]=1.C(=O)([O-])[O-].[K+].[K+].O. The catalyst is CN(C)C=O. The product is [Cl:29][C:28]1[C:23]([O:1][C:2]2[CH:7]=[C:6]([O:8][CH2:9][CH2:10][CH2:11][O:12][CH3:13])[CH:5]=[CH:4][C:3]=2/[CH:14]=[C:15](\[O:20][CH3:21])/[C:16]([O:18][CH3:19])=[O:17])=[N:24][CH:25]=[C:26]([C:30]([F:32])([F:31])[F:33])[CH:27]=1. The yield is 0.930. (3) The reactants are C[O:2][CH:3](OC)[CH2:4][CH2:5][N:6]1[C:14]2[C:9](=[CH:10][CH:11]=[CH:12][C:13]=2[C:15]([O:17][CH3:18])=[O:16])[CH:8]=[CH:7]1.Cl. The catalyst is C1COCC1. The product is [O:2]=[CH:3][CH2:4][CH2:5][N:6]1[C:14]2[C:9](=[CH:10][CH:11]=[CH:12][C:13]=2[C:15]([O:17][CH3:18])=[O:16])[CH:8]=[CH:7]1. The yield is 0.210. (4) The catalyst is CO.O. The reactants are [Cl:1][C:2]1[C:10]2[CH:9]=[C:8]([C:11]([O:13]C)=[O:12])[S:7][C:6]=2[CH:5]=[CH:4][CH:3]=1.O[Li].O. The yield is 1.00. The product is [Cl:1][C:2]1[C:10]2[CH:9]=[C:8]([C:11]([OH:13])=[O:12])[S:7][C:6]=2[CH:5]=[CH:4][CH:3]=1. (5) The reactants are [Cl:1][C:2]1[N:7]=[C:6]2[CH:8]=[C:9]([C:11]([OH:13])=[O:12])[NH:10][C:5]2=[CH:4][CH:3]=1.S(=O)(=O)(O)O.[CH3:19]O. No catalyst specified. The product is [Cl:1][C:2]1[N:7]=[C:6]2[CH:8]=[C:9]([C:11]([O:13][CH3:19])=[O:12])[NH:10][C:5]2=[CH:4][CH:3]=1. The yield is 0.598. (6) The reactants are [C:1]([NH:4][C:5]1[N:10]=[C:9]([CH3:11])[N:8]=[C:7]([C:12]2[N:16]3[N:17]=[CH:18][CH:19]=[CH:20][C:15]3=[N:14][C:13]=2[NH:21][C:22]2[CH:26]=[CH:25][N:24](C(OC(C)(C)C)=O)[N:23]=2)[CH:6]=1)(=[O:3])[CH3:2].C(O)(C(F)(F)F)=O. The catalyst is C(Cl)Cl. The product is [NH:24]1[CH:25]=[CH:26][C:22]([NH:21][C:13]2[N:14]=[C:15]3[CH:20]=[CH:19][CH:18]=[N:17][N:16]3[C:12]=2[C:7]2[N:8]=[C:9]([CH3:11])[N:10]=[C:5]([NH:4][C:1](=[O:3])[CH3:2])[CH:6]=2)=[N:23]1. The yield is 0.0580. (7) The reactants are [NH:1]1[CH2:5][CH2:4][N:3]=[C:2]1[C:6]1[CH:12]=[C:11]([O:13][CH3:14])[C:10]([O:15][CH3:16])=[CH:9][C:7]=1[NH2:8].CO[C:19](=O)[CH2:20][C:21](=[O:28])[C:22]1[CH:23]=[N:24][CH:25]=[CH:26][CH:27]=1. No catalyst specified. The product is [CH3:16][O:15][C:10]1[C:11]([O:13][CH3:14])=[CH:12][C:6]2[C:2]3[N:3]([CH2:4][CH2:5][N:1]=3)[C:19](/[CH:20]=[C:21](/[C:22]3[CH:23]=[N:24][CH:25]=[CH:26][CH:27]=3)\[OH:28])=[N:8][C:7]=2[CH:9]=1. The yield is 0.280. (8) The reactants are [CH3:1][O:2][C:3]1[CH:8]=[CH:7][C:6]([NH:9][C:10](=[O:15])[CH2:11][C:12]([OH:14])=O)=[CH:5][CH:4]=1.ClC(N(C)C)=C(C)C.[NH2:24][C:25]([CH3:41])([CH2:31][C:32](=[O:40])[C:33]1[CH:38]=[CH:37][C:36]([CH3:39])=[CH:35][CH:34]=1)[C:26]([O:28][CH2:29][CH3:30])=[O:27].N1C=CC=CC=1. The catalyst is C(Cl)Cl.CCOC(C)=O. The product is [CH3:1][O:2][C:3]1[CH:4]=[CH:5][C:6]([NH:9][C:10](=[O:15])[CH2:11][C:12]([NH:24][C:25]([CH3:41])([CH2:31][C:32](=[O:40])[C:33]2[CH:38]=[CH:37][C:36]([CH3:39])=[CH:35][CH:34]=2)[C:26]([O:28][CH2:29][CH3:30])=[O:27])=[O:14])=[CH:7][CH:8]=1. The yield is 0.880. (9) The reactants are [CH3:1][N:2]1[CH:11]=[C:10](B2OC(C)(C)C(C)(C)O2)[C:9]2[C:4](=[CH:5][CH:6]=[CH:7][CH:8]=2)[C:3]1=[O:21].Br[C:23]1[CH:28]=[C:27]([S:29]([CH3:32])(=[O:31])=[O:30])[CH:26]=[CH:25][C:24]=1[O:33][CH2:34][CH:35]1[CH2:37][CH2:36]1.[O-]P([O-])([O-])=O.[K+].[K+].[K+]. The catalyst is C1C=CC(P(C2C=CC=CC=2)[C-]2C=CC=C2)=CC=1.C1C=CC(P(C2C=CC=CC=2)[C-]2C=CC=C2)=CC=1.Cl[Pd]Cl.[Fe+2].O1CCOCC1.O. The product is [CH:35]1([CH2:34][O:33][C:24]2[CH:23]=[CH:28][C:27]([S:29]([CH3:32])(=[O:31])=[O:30])=[CH:26][C:25]=2[C:10]2[C:9]3[C:4](=[CH:5][CH:6]=[CH:7][CH:8]=3)[C:3](=[O:21])[N:2]([CH3:1])[CH:11]=2)[CH2:36][CH2:37]1. The yield is 0.600.